Predict which catalyst facilitates the given reaction. From a dataset of Catalyst prediction with 721,799 reactions and 888 catalyst types from USPTO. (1) Reactant: [Si:1]([O:8][CH2:9][CH:10]([OH:21])[C:11]1[CH:16]=[CH:15][C:14]([C:17]([CH3:20])([CH3:19])[CH3:18])=[CH:13][CH:12]=1)([C:4]([CH3:7])([CH3:6])[CH3:5])([CH3:3])[CH3:2].[O:22]1[CH:27]=[CH:26][CH2:25][CH2:24][CH2:23]1.C1(C)C(S(O)(=O)=O)=CC=CC=1. Product: [Si:1]([O:8][CH2:9][CH:10]([O:21][CH:23]1[CH2:24][CH2:25][CH2:26][CH2:27][O:22]1)[C:11]1[CH:16]=[CH:15][C:14]([C:17]([CH3:20])([CH3:19])[CH3:18])=[CH:13][CH:12]=1)([C:4]([CH3:7])([CH3:6])[CH3:5])([CH3:3])[CH3:2]. The catalyst class is: 4. (2) Reactant: [S:1]1[CH:5]=[CH:4][CH:3]=[C:2]1[S:6]([NH:9][C:10]1[CH:11]=[CH:12][CH:13]=[C:14]2[C:18]=1[NH:17][C:16]([C:19]([NH2:21])=O)=[CH:15]2)(=[O:8])=[O:7].FC(F)(F)C(OC(=O)C(F)(F)F)=O. Product: [C:19]([C:16]1[NH:17][C:18]2[C:14]([CH:15]=1)=[CH:13][CH:12]=[CH:11][C:10]=2[NH:9][S:6]([C:2]1[S:1][CH:5]=[CH:4][CH:3]=1)(=[O:7])=[O:8])#[N:21]. The catalyst class is: 17. (3) Reactant: [Br:1][C:2]1[CH:10]=[CH:9][CH:8]=[C:7]2[C:3]=1[CH2:4][CH:5]([CH:12]([CH3:14])[CH3:13])[C:6]2=O.C1COCC1.CO.[BH4-].[Na+]. Product: [Br:1][C:2]1[CH:10]=[CH:9][CH:8]=[C:7]2[C:3]=1[CH2:4][C:5]([CH:12]([CH3:14])[CH3:13])=[CH:6]2. The catalyst class is: 6.